From a dataset of Catalyst prediction with 721,799 reactions and 888 catalyst types from USPTO. Predict which catalyst facilitates the given reaction. (1) Reactant: [CH2:1]([O:8][C:9]1[CH:10]=[CH:11][C:12]2[C:13]3[N:21]([N:22]=[C:23]([CH3:25])[CH3:24])[C:20]([CH2:26][O:27][CH2:28][CH3:29])=[N:19][C:14]=3[CH:15]=[N:16][C:17]=2[CH:18]=1)[C:2]1[CH:7]=[CH:6][CH:5]=[CH:4][CH:3]=1.[BH4-].[Na+]. Product: [CH2:1]([O:8][C:9]1[CH:10]=[CH:11][C:12]2[C:13]3[N:21]([NH:22][CH:23]([CH3:25])[CH3:24])[C:20]([CH2:26][O:27][CH2:28][CH3:29])=[N:19][C:14]=3[CH:15]=[N:16][C:17]=2[CH:18]=1)[C:2]1[CH:3]=[CH:4][CH:5]=[CH:6][CH:7]=1. The catalyst class is: 254. (2) Reactant: C(=O)([O-])[O-].[K+].[K+].[CH2:7](I)[CH3:8].[OH:10][C:11]1[CH:16]=[C:15]([OH:17])[CH:14]=[CH:13][C:12]=1[C:18](=[O:20])[CH3:19]. Product: [CH2:7]([O:17][C:15]1[CH:14]=[CH:13][C:12]([C:18](=[O:20])[CH3:19])=[C:11]([OH:10])[CH:16]=1)[CH3:8]. The catalyst class is: 3. (3) Reactant: [Br:1][C:2]1[CH:3]=[C:4]([C:9]2[C:10]([C:21]([F:24])([F:23])[F:22])=[N:11][N:12]([C:15]3[N:20]=[CH:19][CH:18]=[CH:17][N:16]=3)[C:13]=2[NH2:14])[CH:5]=[C:6]([Cl:8])[CH:7]=1.CO[CH:27](OC)[N:28]([CH3:30])[CH3:29]. Product: [Br:1][C:2]1[CH:3]=[C:4]([C:9]2[C:10]([C:21]([F:22])([F:24])[F:23])=[N:11][N:12]([C:15]3[N:20]=[CH:19][CH:18]=[CH:17][N:16]=3)[C:13]=2[N:14]=[CH:27][N:28]([CH3:30])[CH3:29])[CH:5]=[C:6]([Cl:8])[CH:7]=1. The catalyst class is: 11. (4) Reactant: C(N(CC)CC)C.CS(C)=O.[OH:12][CH2:13][CH2:14][CH2:15][C:16]1[N:17]=[C:18]2[CH:23]=[CH:22][C:21]([NH:24][C:25](=[O:40])[C:26]3[CH:31]=[CH:30][C:29]([O:32][CH2:33][C:34]4[CH:39]=[CH:38][CH:37]=[CH:36][N:35]=4)=[CH:28][CH:27]=3)=[CH:20][N:19]2[C:41]=1[CH3:42]. Product: [CH3:42][C:41]1[N:19]2[CH:20]=[C:21]([NH:24][C:25](=[O:40])[C:26]3[CH:27]=[CH:28][C:29]([O:32][CH2:33][C:34]4[CH:39]=[CH:38][CH:37]=[CH:36][N:35]=4)=[CH:30][CH:31]=3)[CH:22]=[CH:23][C:18]2=[N:17][C:16]=1[CH2:15][CH2:14][CH:13]=[O:12]. The catalyst class is: 6. (5) Reactant: [CH2:1]([O:3][C:4]([C:6]1[CH:7]=[N:8][C:9]([Cl:13])=[CH:10][C:11]=1[NH2:12])=[O:5])[CH3:2].N1C=CC=CC=1.[F:20][C:21]([F:32])([F:31])[C:22](O[C:22](=[O:23])[C:21]([F:32])([F:31])[F:20])=[O:23].O. Product: [CH2:1]([O:3][C:4]([C:6]1[CH:7]=[N:8][C:9]([Cl:13])=[CH:10][C:11]=1[NH:12][C:22](=[O:23])[C:21]([F:32])([F:31])[F:20])=[O:5])[CH3:2]. The catalyst class is: 2. (6) Reactant: [CH:1]([C:4]1[C:9](=[O:10])[N:8]2[N:11]=[CH:12][C:13]([C:14]#[N:15])=[C:7]2[NH:6][C:5]=1[C:16]1[CH:17]=[N:18][NH:19][CH:20]=1)([CH3:3])[CH3:2].[H-].[Na+].F[C:24]1[CH:29]=[CH:28][CH:27]=[CH:26][N:25]=1. Product: [CH:1]([C:4]1[C:9](=[O:10])[N:8]2[N:11]=[CH:12][C:13]([C:14]#[N:15])=[C:7]2[NH:6][C:5]=1[C:16]1[CH:20]=[N:19][N:18]([C:24]2[CH:29]=[CH:28][CH:27]=[CH:26][N:25]=2)[CH:17]=1)([CH3:3])[CH3:2]. The catalyst class is: 3. (7) Reactant: Br[C:2]1[CH:3]=[C:4]([CH:7]=[C:8]([Br:10])[CH:9]=1)[CH:5]=[O:6].[Cu](C#N)[C:12]#[N:13].N1C=CC=CC=1.O. Product: [Br:10][C:8]1[CH:9]=[C:2]([CH:3]=[C:4]([CH:5]=[O:6])[CH:7]=1)[C:12]#[N:13]. The catalyst class is: 215. (8) Reactant: [C:1](N1C=CN=C1)(N1C=CN=C1)=[O:2].[CH2:13]([NH:15][C:16]([NH:18][C:19]1[CH:24]=[C:23]([C:25]2[S:26][CH:27]=[C:28]([C:30]3[CH:35]=[CH:34][CH:33]=[C:32]([O:36][CH3:37])[N:31]=3)[N:29]=2)[C:22]([C:38]2[CH:43]=[N:42][CH:41]=[C:40]([C:44]([NH:46][NH2:47])=[O:45])[N:39]=2)=[CH:21][N:20]=1)=[O:17])[CH3:14].CCN(C(C)C)C(C)C. Product: [CH2:13]([NH:15][C:16]([NH:18][C:19]1[CH:24]=[C:23]([C:25]2[S:26][CH:27]=[C:28]([C:30]3[CH:35]=[CH:34][CH:33]=[C:32]([O:36][CH3:37])[N:31]=3)[N:29]=2)[C:22]([C:38]2[CH:43]=[N:42][CH:41]=[C:40]([C:44]3[O:45][C:1](=[O:2])[NH:47][N:46]=3)[N:39]=2)=[CH:21][N:20]=1)=[O:17])[CH3:14]. The catalyst class is: 7. (9) Reactant: [CH3:1][NH2:2].C(O[C:6](=[C:8]([C:11]#[N:12])[C:9]#[N:10])[CH3:7])C. Product: [CH3:1][NH:2][C:6](=[C:8]([C:11]#[N:12])[C:9]#[N:10])[CH3:7]. The catalyst class is: 28.